This data is from Catalyst prediction with 721,799 reactions and 888 catalyst types from USPTO. The task is: Predict which catalyst facilitates the given reaction. (1) Reactant: CN(C)CCCN=C=NCC.[NH:12]1[C:16]2[CH2:17][CH2:18][CH:19]([C:21]([OH:23])=O)[CH2:20][C:15]=2[N:14]=[CH:13]1.ON1C2C=CC=CC=2N=N1.[CH3:34][S:35]([C:38]1[CH:45]=[CH:44][C:41]([CH2:42][NH2:43])=[CH:40][CH:39]=1)(=[O:37])=[O:36].C(N(C(C)C)C(C)C)C. Product: [CH3:34][S:35]([C:38]1[CH:45]=[CH:44][C:41]([CH2:42][NH:43][C:21]([CH:19]2[CH2:18][CH2:17][C:16]3[NH:12][CH:13]=[N:14][C:15]=3[CH2:20]2)=[O:23])=[CH:40][CH:39]=1)(=[O:36])=[O:37]. The catalyst class is: 3. (2) Reactant: [C:1]([O:5][C:6]([N:8]([CH2:27][CH:28]1[CH2:33][CH2:32][CH2:31][CH2:30][CH2:29]1)[C@@H:9]([CH2:13][CH2:14][C:15]1[N:19]([CH2:20][CH2:21][CH3:22])[C:18]2[CH:23]=[CH:24][CH:25]=[CH:26][C:17]=2[N:16]=1)[C:10](O)=[O:11])=[O:7])([CH3:4])([CH3:3])[CH3:2].CCN=C=NCCCN(C)C.Cl.[CH2:46]([O:53][NH2:54])[C:47]1[CH:52]=[CH:51][CH:50]=[CH:49][CH:48]=1. Product: [C:1]([O:5][C:6]([N:8]([CH2:27][CH:28]1[CH2:29][CH2:30][CH2:31][CH2:32][CH2:33]1)[C@@H:9]([CH2:13][CH2:14][C:15]1[N:19]([CH2:20][CH2:21][CH3:22])[C:18]2[CH:23]=[CH:24][CH:25]=[CH:26][C:17]=2[N:16]=1)[C:10]([NH:54][O:53][CH2:46][C:47]1[CH:52]=[CH:51][CH:50]=[CH:49][CH:48]=1)=[O:11])=[O:7])([CH3:2])([CH3:3])[CH3:4]. The catalyst class is: 22. (3) Reactant: [F:1][C:2]1[CH:7]=[CH:6][C:5]([N:8]2[CH2:13][CH2:12][N:11]([CH2:14][CH2:15][CH2:16][N:17]3[CH2:23][CH2:22][C:21](=[O:24])[C:20]4[N:25]([CH3:28])[CH:26]=[CH:27][C:19]=4[S:18]3(=[O:30])=[O:29])[CH2:10][CH2:9]2)=[CH:4][CH:3]=1.[BH4-].[Na+].[Cl-].[NH4+].C(=O)([O-])O.[Na+]. Product: [F:1][C:2]1[CH:3]=[CH:4][C:5]([N:8]2[CH2:13][CH2:12][N:11]([CH2:14][CH2:15][CH2:16][N:17]3[CH2:23][CH2:22][CH:21]([OH:24])[C:20]4[N:25]([CH3:28])[CH:26]=[CH:27][C:19]=4[S:18]3(=[O:30])=[O:29])[CH2:10][CH2:9]2)=[CH:6][CH:7]=1. The catalyst class is: 8. (4) Product: [F:32][C:27]1[CH:28]=[C:29]2[C:24](=[CH:25][CH:26]=1)[C@H:23]([CH:33]([CH3:34])[CH3:35])[C@:22]([CH2:21][CH2:20][N:18]([CH2:17][CH2:16][CH2:15][N:5]([CH2:3][CH2:2][F:1])[CH2:6][C:7]([CH2:8][O:9][CH3:10])([CH3:11])[CH2:12][O:13][CH3:14])[CH3:19])([OH:36])[CH2:31][CH2:30]2. The catalyst class is: 1. Reactant: [F:1][CH2:2][C:3]([N:5]([CH2:15][CH2:16][CH2:17][N:18]([CH2:20][CH2:21][C@@:22]1([OH:36])[CH2:31][CH2:30][C:29]2[C:24](=[CH:25][CH:26]=[C:27]([F:32])[CH:28]=2)[C@@H:23]1[CH:33]([CH3:35])[CH3:34])[CH3:19])[CH2:6][C:7]([CH2:12][O:13][CH3:14])([CH3:11])[CH2:8][O:9][CH3:10])=O. (5) Reactant: [CH:1]([CH:4]1[C:9](=O)[NH:8][C:7]2[CH:11]=[CH:12][CH:13]=[C:14]([CH:15]([CH3:17])[CH3:16])[C:6]=2[O:5]1)([CH3:3])[CH3:2].B.O1CCCC1.Cl.C(=O)([O-])O.[Na+]. Product: [CH:1]([CH:4]1[CH2:9][NH:8][C:7]2[CH:11]=[CH:12][CH:13]=[C:14]([CH:15]([CH3:17])[CH3:16])[C:6]=2[O:5]1)([CH3:3])[CH3:2]. The catalyst class is: 7. (6) Reactant: [Cl:1][C:2]1[CH:10]=[C:9]([C:11]([NH:13][CH:14]([C:16]2[NH:20][C:19]3[CH:21]=[CH:22][C:23]([Cl:25])=[CH:24][C:18]=3[N:17]=2)[CH3:15])=[O:12])[CH:8]=[CH:7][C:3]=1[C:4]([OH:6])=O.[N:26]1[CH:31]=[CH:30][CH:29]=[CH:28][C:27]=1[CH:32]1[CH2:36][CH2:35][CH2:34][NH:33]1.C(N(C(C)C)CC)(C)C.ClCl. Product: [Cl:1][C:2]1[CH:10]=[C:9]([CH:8]=[CH:7][C:3]=1[C:4]([N:33]1[CH2:34][CH2:35][CH2:36][CH:32]1[C:27]1[CH:28]=[CH:29][CH:30]=[CH:31][N:26]=1)=[O:6])[C:11]([NH:13][CH:14]([C:16]1[NH:20][C:19]2[CH:21]=[CH:22][C:23]([Cl:25])=[CH:24][C:18]=2[N:17]=1)[CH3:15])=[O:12]. The catalyst class is: 16. (7) Reactant: C[O:2][C:3]([C:5]1[CH:24]=[CH:23][C:8]([CH2:9][N:10]2[CH2:15][CH2:14][N:13]([C:16]([O:18][C:19]([CH3:22])([CH3:21])[CH3:20])=[O:17])[CH2:12][CH2:11]2)=[C:7]([C:25]([F:28])([F:27])[F:26])[CH:6]=1)=[O:4].[OH-].[Na+].CO.C(O)(=O)CC(CC(O)=O)(C(O)=O)O. Product: [C:19]([O:18][C:16]([N:13]1[CH2:14][CH2:15][N:10]([CH2:9][C:8]2[CH:23]=[CH:24][C:5]([C:3]([OH:4])=[O:2])=[CH:6][C:7]=2[C:25]([F:27])([F:28])[F:26])[CH2:11][CH2:12]1)=[O:17])([CH3:22])([CH3:20])[CH3:21]. The catalyst class is: 1.